From a dataset of Full USPTO retrosynthesis dataset with 1.9M reactions from patents (1976-2016). Predict the reactants needed to synthesize the given product. (1) Given the product [CH3:1][CH:2]([CH3:33])[C@@H:3]([NH:11][CH2:12][C:13]1[CH:18]=[CH:17][N:16]=[C:15]2[NH:19][CH:20]=[C:21]([C:22]([OH:24])=[O:23])[C:14]=12)[C:4](=[O:10])[N:5]1[CH2:6][CH2:7][CH2:8][CH2:9]1, predict the reactants needed to synthesize it. The reactants are: [CH3:1][CH:2]([CH3:33])[C@@H:3]([NH:11][CH2:12][C:13]1[CH:18]=[CH:17][N:16]=[C:15]2[N:19](C(OC(C)(C)C)=O)[CH:20]=[C:21]([C:22]([O:24]C)=[O:23])[C:14]=12)[C:4](=[O:10])[N:5]1[CH2:9][CH2:8][CH2:7][CH2:6]1.[OH-].[Na+]. (2) Given the product [O:10]1[C:3]2[C:2]([OH:11])=[CH:7][N:6]=[CH:5][C:4]=2[CH:8]=[CH:9]1, predict the reactants needed to synthesize it. The reactants are: Br[C:2]1[C:3]2[O:10][CH:9]=[CH:8][C:4]=2[CH:5]=[N:6][CH:7]=1.[OH-:11].[K+].C(P(C(C)(C)C)C1C(C)=C(C)C(C)=C(C)C=1C1C(C(C)C)=CC(C(C)C)=CC=1C(C)C)(C)(C)C. (3) The reactants are: [OH:1][CH:2]1[CH2:8][CH2:7][CH2:6][N:5]([C:9]([O:11][CH2:12][C:13]2[CH:18]=[CH:17][CH:16]=[CH:15][CH:14]=2)=[O:10])[CH2:4][CH2:3]1.[CH3:19][S:20](Cl)(=[O:22])=[O:21]. Given the product [CH3:19][S:20]([O:1][CH:2]1[CH2:8][CH2:7][CH2:6][N:5]([C:9]([O:11][CH2:12][C:13]2[CH:18]=[CH:17][CH:16]=[CH:15][CH:14]=2)=[O:10])[CH2:4][CH2:3]1)(=[O:22])=[O:21], predict the reactants needed to synthesize it. (4) Given the product [Br:16][C:17]1[CH:31]=[CH:30][C:20]2=[N:21][C:22]3[CH2:23][CH2:24][N:25]([C:9]([O:11][C:12]([CH3:13])([CH3:14])[CH3:15])=[O:10])[CH2:26][C:27]=3[C:28]([Cl:29])=[C:19]2[CH:18]=1, predict the reactants needed to synthesize it. The reactants are: [C:9](O[C:9]([O:11][C:12]([CH3:15])([CH3:14])[CH3:13])=[O:10])([O:11][C:12]([CH3:15])([CH3:14])[CH3:13])=[O:10].[Br:16][C:17]1[CH:31]=[CH:30][C:20]2=[N:21][C:22]3[CH2:23][CH2:24][NH:25][CH2:26][C:27]=3[C:28]([Cl:29])=[C:19]2[CH:18]=1. (5) Given the product [CH3:14][CH:15]1[N:16]([CH2:8][C:9]([O:11][CH2:12][CH3:13])=[O:10])[CH:17]([CH3:21])[CH2:18][O:19][CH2:20]1, predict the reactants needed to synthesize it. The reactants are: C(=O)([O-])[O-].[K+].[K+].Br[CH2:8][C:9]([O:11][CH2:12][CH3:13])=[O:10].[CH3:14][CH:15]1[CH2:20][O:19][CH2:18][CH:17]([CH3:21])[NH:16]1.O. (6) The reactants are: [I:1][C:2]1[C:10]2[C:5](=[CH:6][CH:7]=[C:8]([NH2:11])[CH:9]=2)[NH:4][N:3]=1.[N:12]1([CH:17]([C:21]2[CH:25]=[CH:24][S:23][CH:22]=2)[C:18](O)=[O:19])[CH2:16][CH2:15][CH2:14][CH2:13]1.O. Given the product [I:1][C:2]1[C:10]2[C:5](=[CH:6][CH:7]=[C:8]([NH:11][C:18](=[O:19])[CH:17]([N:12]3[CH2:16][CH2:15][CH2:14][CH2:13]3)[C:21]3[CH:25]=[CH:24][S:23][CH:22]=3)[CH:9]=2)[NH:4][N:3]=1, predict the reactants needed to synthesize it. (7) Given the product [CH2:1]([N:8]1[CH2:29][CH:28]([OH:31])[CH2:27][N:11]([CH2:12][C:13]2[CH:18]=[CH:17][CH:16]=[CH:15][CH:14]=2)[CH2:10][CH2:9]1)[C:2]1[CH:3]=[CH:4][CH:5]=[CH:6][CH:7]=1, predict the reactants needed to synthesize it. The reactants are: [CH2:1]([NH:8][CH2:9][CH2:10][NH:11][CH2:12][C:13]1[CH:18]=[CH:17][CH:16]=[CH:15][CH:14]=1)[C:2]1[CH:7]=[CH:6][CH:5]=[CH:4][CH:3]=1.C(N(CC)CC)C.Br[CH2:27][CH:28]([OH:31])[CH2:29]Br.